From a dataset of Reaction yield outcomes from USPTO patents with 853,638 reactions. Predict the reaction yield, written as a fraction of the theoretical maximum amount of product (1.0 means a 100% yield; for example, 0.34 means a 34% yield). (1) The yield is 0.824. The reactants are [CH2:1]([O:3][C:4](=[O:16])[C:5]([O:8][C:9]1[CH:10]=[N:11][C:12]([NH2:15])=[CH:13][CH:14]=1)([CH3:7])[CH3:6])[CH3:2].Br[C:18]1[C:19](=[O:26])[N:20]([CH3:25])[N:21]=[C:22]([Cl:24])[CH:23]=1.C([O-])([O-])=O.[Cs+].[Cs+].CC1(C)C2C(=C(P(C3C=CC=CC=3)C3C=CC=CC=3)C=CC=2)OC2C(P(C3C=CC=CC=3)C3C=CC=CC=3)=CC=CC1=2. The product is [CH2:1]([O:3][C:4](=[O:16])[C:5]([O:8][C:9]1[CH:10]=[N:11][C:12]([NH:15][C:18]2[C:19](=[O:26])[N:20]([CH3:25])[N:21]=[C:22]([Cl:24])[CH:23]=2)=[CH:13][CH:14]=1)([CH3:7])[CH3:6])[CH3:2]. The catalyst is O1CCOCC1.C1C=CC(/C=C/C(/C=C/C2C=CC=CC=2)=O)=CC=1.C1C=CC(/C=C/C(/C=C/C2C=CC=CC=2)=O)=CC=1.C1C=CC(/C=C/C(/C=C/C2C=CC=CC=2)=O)=CC=1.[Pd].[Pd]. (2) The reactants are CC([O-])(C)C.[K+].[CH2:7]([C:12]1[O:13][CH:14]=[CH:15][CH:16]=1)[CH2:8][CH2:9][CH2:10][CH3:11].[SiH:17]([CH2:26][CH2:27][CH2:28][CH3:29])([CH2:22][CH2:23][CH2:24][CH3:25])[CH2:18][CH2:19][CH2:20][CH3:21]. The catalyst is C1COCC1. The product is [CH2:26]([Si:17]([CH2:18][CH2:19][CH2:20][CH3:21])([CH2:22][CH2:23][CH2:24][CH3:25])[C:14]1[O:13][C:12]([CH2:7][CH2:8][CH2:9][CH2:10][CH3:11])=[CH:16][CH:15]=1)[CH2:27][CH2:28][CH3:29]. The yield is 0.820. (3) The reactants are C(OC([N:8]1[CH2:13][CH2:12][CH2:11][C@@H:10]([NH:14][C:15](=[O:43])[C:16]2[CH:21]=[CH:20][C:19]([N:22]3[CH2:27][CH2:26][N:25]([C:28]4[CH:33]=[CH:32][CH:31]=[CH:30][C:29]=4[CH3:34])[CH2:24][CH2:23]3)=[C:18]([NH:35][C:36]([C:38]3[O:39][CH:40]=[CH:41][CH:42]=3)=[O:37])[CH:17]=2)[CH2:9]1)=O)(C)(C)C.C(Cl)Cl.C(O)(C(F)(F)F)=O.[CH2:54]([N:56]=[C:57]=[O:58])[CH3:55]. The catalyst is CO.N1C=CC=CC=1. The product is [CH2:54]([NH:56][C:57]([N:8]1[CH2:13][CH2:12][CH2:11][C@@H:10]([NH:14][C:15](=[O:43])[C:16]2[CH:21]=[CH:20][C:19]([N:22]3[CH2:23][CH2:24][N:25]([C:28]4[CH:33]=[CH:32][CH:31]=[CH:30][C:29]=4[CH3:34])[CH2:26][CH2:27]3)=[C:18]([NH:35][C:36]([C:38]3[O:39][CH:40]=[CH:41][CH:42]=3)=[O:37])[CH:17]=2)[CH2:9]1)=[O:58])[CH3:55]. The yield is 0.180. (4) The reactants are [Cl:1][C:2]1[CH:7]=[CH:6][C:5]([C:8]2([C:11]([NH:13][NH2:14])=O)[CH2:10][CH2:9]2)=[CH:4][CH:3]=1.[Si:15]([O:22][CH2:23][C:24]1([CH3:33])[S:30][CH2:29][CH2:28][N:27]=[C:26](SC)[CH2:25]1)([C:18]([CH3:21])([CH3:20])[CH3:19])([CH3:17])[CH3:16]. The catalyst is C(O)CCC. The product is [Si:15]([O:22][CH2:23][C:24]1([CH3:33])[S:30][CH2:29][CH2:28][N:27]2[C:11]([C:8]3([C:5]4[CH:6]=[CH:7][C:2]([Cl:1])=[CH:3][CH:4]=4)[CH2:10][CH2:9]3)=[N:13][N:14]=[C:26]2[CH2:25]1)([C:18]([CH3:21])([CH3:19])[CH3:20])([CH3:16])[CH3:17]. The yield is 0.490.